Regression/Classification. Given a drug SMILES string, predict its absorption, distribution, metabolism, or excretion properties. Task type varies by dataset: regression for continuous measurements (e.g., permeability, clearance, half-life) or binary classification for categorical outcomes (e.g., BBB penetration, CYP inhibition). For this dataset (solubility_aqsoldb), we predict Y. From a dataset of Aqueous solubility values for 9,982 compounds from the AqSolDB database. (1) The drug is O=C([O-])CS.[Na+]. The Y is 0.727 log mol/L. (2) The drug is Cc1ccc(N)cc1N. The Y is -0.507 log mol/L. (3) The compound is OCCS. The Y is 1.11 log mol/L. (4) The compound is Oc1ccccc1-c1ccccc1. The Y is -2.51 log mol/L.